This data is from NCI-60 drug combinations with 297,098 pairs across 59 cell lines. The task is: Regression. Given two drug SMILES strings and cell line genomic features, predict the synergy score measuring deviation from expected non-interaction effect. (1) Drug 1: CN(CC1=CN=C2C(=N1)C(=NC(=N2)N)N)C3=CC=C(C=C3)C(=O)NC(CCC(=O)O)C(=O)O. Drug 2: C1=CN(C(=O)N=C1N)C2C(C(C(O2)CO)O)O.Cl. Cell line: CCRF-CEM. Synergy scores: CSS=64.5, Synergy_ZIP=-2.38, Synergy_Bliss=-4.53, Synergy_Loewe=-9.16, Synergy_HSA=-5.48. (2) Drug 1: C1=CC(=CC=C1CC(C(=O)O)N)N(CCCl)CCCl.Cl. Drug 2: CC(C)(C#N)C1=CC(=CC(=C1)CN2C=NC=N2)C(C)(C)C#N. Cell line: HOP-92. Synergy scores: CSS=8.21, Synergy_ZIP=-3.97, Synergy_Bliss=-3.86, Synergy_Loewe=-3.45, Synergy_HSA=-3.59. (3) Drug 1: C1CCC(CC1)NC(=O)N(CCCl)N=O. Drug 2: C1CC(C1)(C(=O)O)C(=O)O.[NH2-].[NH2-].[Pt+2]. Cell line: NCIH23. Synergy scores: CSS=50.7, Synergy_ZIP=-5.97, Synergy_Bliss=-3.27, Synergy_Loewe=-13.2, Synergy_HSA=-0.296. (4) Drug 1: C1C(C(OC1N2C=C(C(=O)NC2=O)F)CO)O. Drug 2: CC12CCC3C(C1CCC2OP(=O)(O)O)CCC4=C3C=CC(=C4)OC(=O)N(CCCl)CCCl.[Na+]. Cell line: A549. Synergy scores: CSS=45.7, Synergy_ZIP=-8.38, Synergy_Bliss=-8.60, Synergy_Loewe=-32.8, Synergy_HSA=-5.59. (5) Cell line: SR. Drug 1: C1=CC(=CC=C1CCC2=CNC3=C2C(=O)NC(=N3)N)C(=O)NC(CCC(=O)O)C(=O)O. Drug 2: CC1C(C(CC(O1)OC2CC(OC(C2O)C)OC3=CC4=CC5=C(C(=O)C(C(C5)C(C(=O)C(C(C)O)O)OC)OC6CC(C(C(O6)C)O)OC7CC(C(C(O7)C)O)OC8CC(C(C(O8)C)O)(C)O)C(=C4C(=C3C)O)O)O)O. Synergy scores: CSS=22.5, Synergy_ZIP=-7.16, Synergy_Bliss=-13.8, Synergy_Loewe=-20.3, Synergy_HSA=-12.1. (6) Cell line: A549. Drug 1: CC1=C(C(CCC1)(C)C)C=CC(=CC=CC(=CC(=O)O)C)C. Synergy scores: CSS=13.8, Synergy_ZIP=-4.58, Synergy_Bliss=-0.733, Synergy_Loewe=-0.596, Synergy_HSA=0.332. Drug 2: CC1CCC2CC(C(=CC=CC=CC(CC(C(=O)C(C(C(=CC(C(=O)CC(OC(=O)C3CCCCN3C(=O)C(=O)C1(O2)O)C(C)CC4CCC(C(C4)OC)OCCO)C)C)O)OC)C)C)C)OC. (7) Drug 1: C1=NC2=C(N=C(N=C2N1C3C(C(C(O3)CO)O)O)F)N. Drug 2: C1C(C(OC1N2C=NC3=C2NC=NCC3O)CO)O. Cell line: SK-MEL-28. Synergy scores: CSS=6.54, Synergy_ZIP=-4.99, Synergy_Bliss=-4.82, Synergy_Loewe=-5.39, Synergy_HSA=-5.29.